This data is from Full USPTO retrosynthesis dataset with 1.9M reactions from patents (1976-2016). The task is: Predict the reactants needed to synthesize the given product. (1) Given the product [CH3:1][O:2][CH2:3][O:18][CH2:17][C:16]([CH:15]([CH3:20])[CH3:14])=[CH2:19], predict the reactants needed to synthesize it. The reactants are: [CH3:1][O:2][CH2:3]Cl.C(N(C(C)C)C(C)C)C.[CH3:14][CH:15]([CH3:20])[C:16](=[CH2:19])[CH2:17][OH:18]. (2) Given the product [F:1][C:2]1[CH:11]=[C:10]2[C:5]([CH2:6][CH2:7][CH2:8][NH:9]2)=[CH:4][C:3]=1[C:19]1[CH:20]=[N:21][N:22]([CH3:24])[CH:23]=1, predict the reactants needed to synthesize it. The reactants are: [F:1][C:2]1[CH:11]=[C:10]2[C:5]([CH2:6][CH2:7][CH2:8][N:9]2C(OC(C)(C)C)=O)=[CH:4][C:3]=1[C:19]1[CH:20]=[N:21][N:22]([CH3:24])[CH:23]=1.FC(F)(F)C(O)=O. (3) Given the product [C:22]12([NH:28][C:2]3[C:7]([C:8]#[N:9])=[CH:6][N:5]=[C:4]([S:10][CH3:11])[N:3]=3)[CH2:27][CH:25]([CH2:26]1)[CH2:24][CH2:23]2, predict the reactants needed to synthesize it. The reactants are: Cl[C:2]1[C:7]([C:8]#[N:9])=[CH:6][N:5]=[C:4]([S:10][CH3:11])[N:3]=1.CCN(C(C)C)C(C)C.Cl.[C:22]12([NH2:28])[CH2:27][CH:25]([CH2:26]1)[CH2:24][CH2:23]2. (4) Given the product [F:16][C:13]1[CH:14]=[CH:15][C:10]([C:8]([C:5]2[CH:6]=[CH:7][C:2]([P:17](=[O:24])([O:21][CH2:22][CH3:23])[O:18][CH2:19][CH3:20])=[CH:3][CH:4]=2)=[O:9])=[CH:11][CH:12]=1, predict the reactants needed to synthesize it. The reactants are: Br[C:2]1[CH:7]=[CH:6][C:5]([C:8]([C:10]2[CH:15]=[CH:14][C:13]([F:16])=[CH:12][CH:11]=2)=[O:9])=[CH:4][CH:3]=1.[P:17]([O:24]CC)([O:21][CH2:22][CH3:23])[O:18][CH2:19][CH3:20].